This data is from Catalyst prediction with 721,799 reactions and 888 catalyst types from USPTO. The task is: Predict which catalyst facilitates the given reaction. (1) Reactant: [NH2:1][C:2]1[CH:7]=[C:6]([C:8]([O:10][CH2:11][CH3:12])=[O:9])[CH:5]=[CH:4][C:3]=1[NH:13][CH:14]1[CH2:19][CH2:18][N:17](C(OC(C)(C)C)=O)[CH2:16][CH2:15]1. Product: [NH2:1][C:2]1[CH:7]=[C:6]([CH:5]=[CH:4][C:3]=1[NH:13][CH:14]1[CH2:19][CH2:18][NH:17][CH2:16][CH2:15]1)[C:8]([O:10][CH2:11][CH3:12])=[O:9]. The catalyst class is: 12. (2) Reactant: B.C1COCC1.[Br:7][C:8]1[CH:16]=[C:15]2[C:11]([CH2:12][CH2:13][N:14]2[C:17](=O)[C:18]([F:21])([F:20])[F:19])=[CH:10][CH:9]=1. The catalyst class is: 1. Product: [Br:7][C:8]1[CH:16]=[C:15]2[C:11]([CH2:12][CH2:13][N:14]2[CH2:17][C:18]([F:21])([F:19])[F:20])=[CH:10][CH:9]=1. (3) Reactant: [CH3:1][O:2]/[N:3]=[C:4]1\[CH2:5][N:6]([C:11]2[N:16]=[C:15]3[N:17]([CH:25]4[CH2:27][CH2:26]4)[CH:18]=[C:19]([C:22]([OH:24])=[O:23])[C:20](=[O:21])[C:14]3=[CH:13][C:12]=2[F:28])[CH2:7][CH:8]\1[CH2:9][NH2:10].C(Cl)Cl.[C:32]([OH:37])(=[O:36])[CH:33]([CH3:35])[OH:34]. Product: [CH3:1][O:2]/[N:3]=[C:4]1\[CH2:5][N:6]([C:11]2[N:16]=[C:15]3[N:17]([CH:25]4[CH2:27][CH2:26]4)[CH:18]=[C:19]([C:22]([OH:24])=[O:23])[C:20](=[O:21])[C:14]3=[CH:13][C:12]=2[F:28])[CH2:7][CH:8]\1[CH2:9][NH2:10].[C:32]([O-:37])(=[O:36])[CH:33]([CH3:35])[OH:34]. The catalyst class is: 8. (4) Reactant: C([N:14]1[CH2:17][CH:16]([CH2:18][N:19]2[C:27]3[C:22](=[CH:23][CH:24]=[C:25]([F:28])[CH:26]=3)[CH:21]=[CH:20]2)[CH2:15]1)(C1C=CC=CC=1)C1C=CC=CC=1.C([O-])=O.[NH4+]. Product: [NH:14]1[CH2:17][CH:16]([CH2:18][N:19]2[C:27]3[C:22](=[CH:23][CH:24]=[C:25]([F:28])[CH:26]=3)[CH:21]=[CH:20]2)[CH2:15]1. The catalyst class is: 63. (5) Reactant: [OH-:1].[Na+:2].C([OH:5])C.CO.[CH:8]1[N:12]=[CH:11][N:10]([CH2:13][C:14]([P:20]([OH:23])([OH:22])=[O:21])([P:16]([OH:19])([OH:18])=[O:17])[OH:15])[CH:9]=1. Product: [CH:8]1[N:12]=[CH:11][N:10]([CH2:13][C:14]([P:16]([O-:19])([OH:18])=[O:17])([P:20]([O-:22])([OH:23])=[O:21])[OH:15])[CH:9]=1.[OH2:5].[OH2:1].[OH2:5].[OH2:5].[Na+:2].[Na+:2]. The catalyst class is: 666. (6) Reactant: Cl[C:2]1[N:3]=[C:4]2[CH:25]=[CH:24][CH:23]=[N:22][C:5]2=[N:6][C:7]=1[N:8]1[CH2:13][CH2:12][N:11]([CH2:14][C:15]2[CH:20]=[CH:19][CH:18]=[C:17]([CH3:21])[CH:16]=2)[CH2:10][CH2:9]1.[CH:26]1([NH2:29])[CH2:28][CH2:27]1.CCN(C(C)C)C(C)C. Product: [CH:26]1([NH:29][C:2]2[N:3]=[C:4]3[CH:25]=[CH:24][CH:23]=[N:22][C:5]3=[N:6][C:7]=2[N:8]2[CH2:13][CH2:12][N:11]([CH2:14][C:15]3[CH:20]=[CH:19][CH:18]=[C:17]([CH3:21])[CH:16]=3)[CH2:10][CH2:9]2)[CH2:28][CH2:27]1. The catalyst class is: 12. (7) Reactant: C(OC([N:8]1[CH2:13][CH2:12][CH:11]([NH:14][C:15]2[CH:16]=[N:17][C:18]([N:21]3[CH2:26][CH2:25][O:24][CH2:23][CH2:22]3)=[CH:19][CH:20]=2)[CH2:10][CH2:9]1)=O)(C)(C)C.[ClH:27]. Product: [ClH:27].[ClH:27].[N:21]1([C:18]2[N:17]=[CH:16][C:15]([NH:14][CH:11]3[CH2:12][CH2:13][NH:8][CH2:9][CH2:10]3)=[CH:20][CH:19]=2)[CH2:22][CH2:23][O:24][CH2:25][CH2:26]1. The catalyst class is: 12. (8) Reactant: [OH:1][C:2]1[CH:11]=[CH:10][C:9]([N+:12]([O-:14])=[O:13])=[CH:8][C:3]=1[C:4]([O:6][CH3:7])=[O:5].[C:15]1(P(C2C=CC=CC=2)C2C=CC=CC=2)[CH:20]=CC=C[CH:16]=1.CC(O)C.C(OC(N=NC(OC(C)C)=O)=O)(C)C. Product: [CH:15]([O:1][C:2]1[CH:11]=[CH:10][C:9]([N+:12]([O-:14])=[O:13])=[CH:8][C:3]=1[C:4]([O:6][CH3:7])=[O:5])([CH3:20])[CH3:16]. The catalyst class is: 1. (9) Reactant: [CH3:1][O:2][CH2:3][CH2:4][O:5][C@@H:6]1[CH2:11][CH2:10][CH2:9][N:8](C(OC(C)(C)C)=O)[CH2:7]1.[ClH:19]. Product: [ClH:19].[CH3:1][O:2][CH2:3][CH2:4][O:5][C@@H:6]1[CH2:11][CH2:10][CH2:9][NH:8][CH2:7]1. The catalyst class is: 12. (10) Reactant: F[P-](F)(F)(F)(F)F.N1(O[P+](N(C)C)(N(C)C)N(C)C)C2C=CC=CC=2N=N1.[F:28][C:29]1[CH:34]=[CH:33][C:32]([N:35]2[C:39]([C:40]3[CH:45]=[CH:44][C:43]([S:46]([CH3:49])(=[O:48])=[O:47])=[CH:42][CH:41]=3)=[CH:38][C:37]([CH2:50][C:51]([OH:53])=O)=[C:36]2[CH3:54])=[CH:31][CH:30]=1.[N+]([O-])([O-])=O.[NH2:59][C@@H:60]([CH2:64][O:65][N+:66]([O-:68])=[O:67])[C:61]([OH:63])=[O:62].Cl. Product: [O:65]([CH2:64][C@H:60]([NH:59][C:51](=[O:53])[CH2:50][C:37]1[CH:38]=[C:39]([C:40]2[CH:45]=[CH:44][C:43]([S:46]([CH3:49])(=[O:47])=[O:48])=[CH:42][CH:41]=2)[N:35]([C:32]2[CH:33]=[CH:34][C:29]([F:28])=[CH:30][CH:31]=2)[C:36]=1[CH3:54])[C:61]([OH:63])=[O:62])[N+:66]([O-:68])=[O:67]. The catalyst class is: 1.